Predict the reactants needed to synthesize the given product. From a dataset of Full USPTO retrosynthesis dataset with 1.9M reactions from patents (1976-2016). (1) Given the product [OH:1][C:2]1[CH:3]=[C:4]([S:8][C:10]2[N:14]([CH3:15])[N:13]=[C:12]([CH3:16])[C:11]=2[CH:17]=[O:18])[CH:5]=[CH:6][CH:7]=1, predict the reactants needed to synthesize it. The reactants are: [OH:1][C:2]1[CH:3]=[C:4]([SH:8])[CH:5]=[CH:6][CH:7]=1.Cl[C:10]1[N:14]([CH3:15])[N:13]=[C:12]([CH3:16])[C:11]=1[CH:17]=[O:18].C(=O)([O-])[O-].[K+].[K+].CN(C)C=O. (2) Given the product [CH3:10][CH:11]1[CH2:16][CH2:15][CH2:14][CH:13]([C:19]2[S:23][N:22]=[C:21]([S:24][CH3:25])[N:20]=2)[CH2:12]1, predict the reactants needed to synthesize it. The reactants are: BrCCBr.C[Si](Cl)(C)C.[CH3:10][CH:11]1[CH2:16][CH2:15][CH2:14][CH:13](I)[CH2:12]1.Cl[C:19]1[S:23][N:22]=[C:21]([S:24][CH3:25])[N:20]=1. (3) Given the product [F:1][C:2]([F:7])([F:6])[C:3]([OH:5])=[O:4].[CH2:8]([S:10]([N:13]1[CH2:14][CH2:15][CH:16]([C:19]2[C:27]3[C:22](=[C:23]([C:41]([NH2:43])=[O:42])[CH:24]=[C:25]([C:28]4[CH:33]=[CH:32][CH:31]=[C:30]([CH:34]([N:36]5[CH2:37][CH2:46][CH2:45][CH2:44]5)[CH3:35])[CH:29]=4)[CH:26]=3)[NH:21][CH:20]=2)[CH2:17][CH2:18]1)(=[O:12])=[O:11])[CH3:9], predict the reactants needed to synthesize it. The reactants are: [F:1][C:2]([F:7])([F:6])[C:3]([OH:5])=[O:4].[CH2:8]([S:10]([N:13]1[CH2:18][CH2:17][CH:16]([C:19]2[C:27]3[C:22](=[C:23]([C:41]([NH2:43])=[O:42])[CH:24]=[C:25]([C:28]4[CH:33]=[CH:32][CH:31]=[C:30]([CH:34]([NH:36][CH2:37]C(C)C)[CH3:35])[CH:29]=4)[CH:26]=3)[NH:21][CH:20]=2)[CH2:15][CH2:14]1)(=[O:12])=[O:11])[CH3:9].[CH3:44][CH:45](C)[CH2:46]N.